This data is from Reaction yield outcomes from USPTO patents with 853,638 reactions. The task is: Predict the reaction yield, written as a fraction of the theoretical maximum amount of product (1.0 means a 100% yield; for example, 0.34 means a 34% yield). (1) The reactants are [C:1](Cl)(=[O:8])[C:2]1[CH:7]=[CH:6][CH:5]=[CH:4][CH:3]=1.[CH3:10][N+:11]#[C-:12].[N-:13]=[N+:14]=[N-:15].[Na+].CC1C=CC=C(C)N=1. The catalyst is C(#N)C.C(OCC)(=O)C.O. The product is [CH3:12][N:11]1[C:10]([C:1](=[O:8])[C:2]2[CH:7]=[CH:6][CH:5]=[CH:4][CH:3]=2)=[N:15][N:14]=[N:13]1. The yield is 0.820. (2) The reactants are [F:1][C:2]1([F:14])[CH:7]=[CH:6][CH2:5][O:4][C:3]1([CH3:13])[C:8]([O:10][CH2:11][CH3:12])=[O:9]. The catalyst is CCOC(C)=O.[Pd]. The product is [F:14][C:2]1([F:1])[CH2:7][CH2:6][CH2:5][O:4][C:3]1([CH3:13])[C:8]([O:10][CH2:11][CH3:12])=[O:9]. The yield is 0.960. (3) The reactants are [C:1]1([C:7]#[C:8][C:9]2[CH:10]=[C:11]([CH:14]=[O:15])[S:12][CH:13]=2)[CH:6]=[CH:5][CH:4]=[CH:3][CH:2]=1. The catalyst is [Pd].CCOC(C)=O. The product is [CH2:8]([C:9]1[CH:10]=[C:11]([CH:14]=[O:15])[S:12][CH:13]=1)[CH2:7][C:1]1[CH:2]=[CH:3][CH:4]=[CH:5][CH:6]=1. The yield is 0.950. (4) The reactants are [CH3:1][N:2]1[C:6]2[CH:7]=[C:8]([N+:14]([O-])=O)[C:9]([N+:11]([O-])=O)=[CH:10][C:5]=2[N:4]=[C:3]1[CH3:17]. The catalyst is C(O)C.C(O)(=O)C.[Pd]. The product is [CH3:1][N:2]1[C:6]2[CH:7]=[C:8]([NH2:14])[C:9]([NH2:11])=[CH:10][C:5]=2[N:4]=[C:3]1[CH3:17]. The yield is 0.950.